This data is from Catalyst prediction with 721,799 reactions and 888 catalyst types from USPTO. The task is: Predict which catalyst facilitates the given reaction. (1) Reactant: [OH:1][C:2]1[CH:6]=[C:5]([CH2:7][CH2:8][C:9]([NH:11][CH2:12][CH2:13][CH:14]2[CH2:19][CH2:18][NH:17][CH2:16][CH2:15]2)=[O:10])[O:4][N:3]=1.[OH-].[Na+].[C:22](Cl)(=[O:33])[O:23][CH2:24][C:25]1[CH:30]=[C:29]([Cl:31])[CH:28]=[C:27]([Cl:32])[CH:26]=1. Product: [OH:1][C:2]1[CH:6]=[C:5]([CH2:7][CH2:8][C:9]([NH:11][CH2:12][CH2:13][CH:14]2[CH2:15][CH2:16][N:17]([C:22]([O:23][CH2:24][C:25]3[CH:26]=[C:27]([Cl:32])[CH:28]=[C:29]([Cl:31])[CH:30]=3)=[O:33])[CH2:18][CH2:19]2)=[O:10])[O:4][N:3]=1. The catalyst class is: 2. (2) Reactant: C(OC([CH:6]([CH2:19][CH3:20])[CH2:7][N:8]([C:14]([O:16]CC)=O)[C@H:9]([C:11]([OH:13])=[O:12])[CH3:10])=O)C.ClCCl.[NH:24]1[CH:32]2[CH:27]([CH2:28]CC[CH2:31]2)[CH2:26][CH:25]1[C:33]([OH:35])=[O:34].[C:36](N)([CH3:39])(C)C.C.[CH2:42]1COC[CH2:43]1. Product: [CH3:28][CH2:27][CH2:26][C@H:25]([NH:24][C@H:32]([C:14]([N:8]1[C@H:9]([C:11]([OH:13])=[O:12])[CH2:10][C@H:6]2[C@@H:7]1[CH2:36][CH2:39][CH2:20][CH2:19]2)=[O:16])[CH3:31])[C:33]([O:35][CH2:42][CH3:43])=[O:34]. The catalyst class is: 13. (3) Reactant: CN(C(ON1N=NC2C=CC=NC1=2)=[N+](C)C)C.F[P-](F)(F)(F)(F)F.Cl.[NH2:26][C@@H:27]([CH:52]([CH3:54])[CH3:53])[C:28]([N:30]1[CH2:34][C@H:33]([OH:35])[CH2:32][C@H:31]1[C:36]([NH:38][CH2:39][C:40]1[CH:45]=[CH:44][C:43]([C:46]2[S:50][CH:49]=[N:48][C:47]=2[CH3:51])=[CH:42][CH:41]=1)=[O:37])=[O:29].[C:55]1(/[C:61](/[C:71]2[CH:94]=[CH:93][C:74]([O:75][CH2:76][CH2:77][N:78]([CH3:92])[CH2:79][CH2:80][O:81][CH2:82][CH2:83][O:84][CH2:85][CH2:86][O:87][CH2:88][C:89](O)=[O:90])=[CH:73][CH:72]=2)=[C:62](/[C:65]2[CH:70]=[CH:69][CH:68]=[CH:67][CH:66]=2)\[CH2:63][CH3:64])[CH:60]=[CH:59][CH:58]=[CH:57][CH:56]=1.CCN(C(C)C)C(C)C. Product: [C:55]1(/[C:61](/[C:71]2[CH:94]=[CH:93][C:74]([O:75][CH2:76][CH2:77][N:78]([CH3:92])[CH2:79][CH2:80][O:81][CH2:82][CH2:83][O:84][CH2:85][CH2:86][O:87][CH2:88][C:89](=[O:90])[NH:26][C@@H:27]([CH:52]([CH3:54])[CH3:53])[C:28]([N:30]3[CH2:34][C@H:33]([OH:35])[CH2:32][C@H:31]3[C:36]([NH:38][CH2:39][C:40]3[CH:45]=[CH:44][C:43]([C:46]4[S:50][CH:49]=[N:48][C:47]=4[CH3:51])=[CH:42][CH:41]=3)=[O:37])=[O:29])=[CH:73][CH:72]=2)=[C:62](/[C:65]2[CH:70]=[CH:69][CH:68]=[CH:67][CH:66]=2)\[CH2:63][CH3:64])[CH:60]=[CH:59][CH:58]=[CH:57][CH:56]=1. The catalyst class is: 3. (4) Reactant: [CH3:1][O:2][C:3]1[CH:8]=[CH:7][C:6]([OH:9])=[C:5]([N+:10]([O-])=O)[CH:4]=1.[ClH:13]. Product: [NH2:10][C:5]1[CH:4]=[C:3]([O:2][CH3:1])[CH:8]=[CH:7][C:6]=1[OH:9].[ClH:13].[NH2:10][C:5]1[CH:4]=[C:3]([O:2][CH3:1])[CH:8]=[CH:7][C:6]=1[OH:9]. The catalyst class is: 153. (5) Reactant: C(OC1C=CC2C(=CC=CC=2)N1C(OCC)=O)C.[NH2:19][C@@H:20]([CH:74]([CH3:76])[CH3:75])[C:21]([NH:23][C@@H:24]([CH3:73])[C:25]([NH:27][CH2:28]/[CH:29]=[CH:30]/[C:31]1[CH2:32][C@H:33]2[CH:39]=[N:38][C:37]3[CH:40]=[C:41]([O:46][CH2:47][CH2:48][CH2:49][O:50][C:51]4[C:52]([O:69][CH3:70])=[CH:53][C:54]5[C:60](=[O:61])[N:59]6[CH:62]=[C:63](/[CH:65]=[CH:66]/[CH3:67])[CH2:64][C@H:58]6[CH:57]=[N:56][C:55]=5[CH:68]=4)[C:42]([O:44][CH3:45])=[CH:43][C:36]=3[C:35](=[O:71])[N:34]2[CH:72]=1)=[O:26])=[O:22].[I:77][CH2:78][C:79](=[O:98])[NH:80][CH2:81][CH2:82][O:83][CH2:84][CH2:85][O:86][CH2:87][CH2:88][O:89][CH2:90][CH2:91][O:92][CH2:93][CH2:94][C:95](O)=[O:96]. Product: [I:77][CH2:78][C:79]([NH:80][CH2:81][CH2:82][O:83][CH2:84][CH2:85][O:86][CH2:87][CH2:88][O:89][CH2:90][CH2:91][O:92][CH2:93][CH2:94][C:95]([NH:19][C@@H:20]([CH:74]([CH3:76])[CH3:75])[C:21]([NH:23][C@@H:24]([CH3:73])[C:25]([NH:27][CH2:28]/[CH:29]=[CH:30]/[C:31]1[CH2:32][C@H:33]2[CH:39]=[N:38][C:37]3[CH:40]=[C:41]([O:46][CH2:47][CH2:48][CH2:49][O:50][C:51]4[C:52]([O:69][CH3:70])=[CH:53][C:54]5[C:60](=[O:61])[N:59]6[CH:62]=[C:63](/[CH:65]=[CH:66]/[CH3:67])[CH2:64][C@H:58]6[CH:57]=[N:56][C:55]=5[CH:68]=4)[C:42]([O:44][CH3:45])=[CH:43][C:36]=3[C:35](=[O:71])[N:34]2[CH:72]=1)=[O:26])=[O:22])=[O:96])=[O:98]. The catalyst class is: 4. (6) Product: [CH3:1][O:2][C:3]1[CH:4]=[CH:5][C:6]([CH2:7][N:8]2[C:13]3[N:14]=[CH:15][C:16]([CH2:18][N:19]4[CH2:24][CH2:23][N:22]([S:32]([CH3:31])(=[O:34])=[O:33])[CH2:21][CH2:20]4)=[CH:17][C:12]=3[C:11]3=[N:25][CH:26]=[N:27][N:10]3[C:9]2=[O:28])=[CH:29][CH:30]=1. Reactant: [CH3:1][O:2][C:3]1[CH:30]=[CH:29][C:6]([CH2:7][N:8]2[C:13]3[N:14]=[CH:15][C:16]([CH2:18][N:19]4[CH2:24][CH2:23][NH:22][CH2:21][CH2:20]4)=[CH:17][C:12]=3[C:11]3=[N:25][CH:26]=[N:27][N:10]3[C:9]2=[O:28])=[CH:5][CH:4]=1.[CH3:31][S:32](Cl)(=[O:34])=[O:33]. The catalyst class is: 10.